This data is from NCI-60 drug combinations with 297,098 pairs across 59 cell lines. The task is: Regression. Given two drug SMILES strings and cell line genomic features, predict the synergy score measuring deviation from expected non-interaction effect. Drug 1: C1=NC(=NC(=O)N1C2C(C(C(O2)CO)O)O)N. Drug 2: C(CC(=O)O)C(=O)CN.Cl. Cell line: HOP-92. Synergy scores: CSS=20.9, Synergy_ZIP=-8.08, Synergy_Bliss=-2.77, Synergy_Loewe=-2.61, Synergy_HSA=-2.37.